From a dataset of Catalyst prediction with 721,799 reactions and 888 catalyst types from USPTO. Predict which catalyst facilitates the given reaction. (1) Product: [CH2:13]([O:1][C:2]1[C:9]([O:10][CH2:4][C:3]2[CH:6]=[CH:7][CH:8]=[CH:9][CH:2]=2)=[CH:8][CH:7]=[CH:6][C:3]=1[CH:4]=[O:5])[C:14]1[CH:19]=[CH:18][CH:17]=[CH:16][CH:15]=1. Reactant: [OH:1][C:2]1[C:9]([OH:10])=[CH:8][CH:7]=[CH:6][C:3]=1[CH:4]=[O:5].[H-].[Na+].[CH2:13](Br)[C:14]1[CH:19]=[CH:18][CH:17]=[CH:16][CH:15]=1. The catalyst class is: 9. (2) Reactant: [Cl:1][C:2]1[CH:7]=[CH:6][C:5]([N:8]2[CH2:13][CH2:12][NH:11][CH2:10][CH2:9]2)=[CH:4][CH:3]=1.[CH2:14]1[CH2:20][S:17](=[O:19])(=[O:18])[O:16][CH2:15]1. Product: [Cl:1][C:2]1[CH:3]=[CH:4][C:5]([N:8]2[CH2:13][CH2:12][N:11]([CH2:15][CH2:14][CH2:20][S:17]([OH:19])(=[O:18])=[O:16])[CH2:10][CH2:9]2)=[CH:6][CH:7]=1. The catalyst class is: 21. (3) Reactant: [C:1]([O:5][C:6]([NH:8][C@H:9]([CH2:26][C:27]1[CH:32]=[CH:31][CH:30]=[CH:29][C:28]=1[F:33])[CH2:10][C:11]([N:13]1[CH2:22][CH2:21][C:20]2[C:15](=[CH:16][C:17]([N+:23]([O-])=O)=[CH:18][CH:19]=2)[CH2:14]1)=[O:12])=[O:7])([CH3:4])([CH3:3])[CH3:2].[H][H]. Product: [NH2:23][C:17]1[CH:16]=[C:15]2[C:20]([CH2:21][CH2:22][N:13]([C:11](=[O:12])[CH2:10][C@H:9]([NH:8][C:6]([O:5][C:1]([CH3:3])([CH3:2])[CH3:4])=[O:7])[CH2:26][C:27]3[CH:32]=[CH:31][CH:30]=[CH:29][C:28]=3[F:33])[CH2:14]2)=[CH:19][CH:18]=1. The catalyst class is: 105. (4) Reactant: C(N(CC)CC)C.[CH3:8][O:9][C:10]1[N:11]=[CH:12][C:13]2[CH:19]=[C:18]([C:20]([OH:22])=O)[C:17](=[O:23])[NH:16][C:14]=2[N:15]=1.CN(C(ON1N=NC2C=CC=NC1=2)=[N+](C)C)C.F[P-](F)(F)(F)(F)F.[CH2:48]([O:50][C:51](=[O:60])[C:52]1[CH:57]=[CH:56][C:55]([Cl:58])=[C:54]([NH2:59])[CH:53]=1)[CH3:49]. Product: [CH2:48]([O:50][C:51](=[O:60])[C:52]1[CH:57]=[CH:56][C:55]([Cl:58])=[C:54]([NH:59][C:20]([C:18]2[C:17](=[O:23])[NH:16][C:14]3[N:15]=[C:10]([O:9][CH3:8])[N:11]=[CH:12][C:13]=3[CH:19]=2)=[O:22])[CH:53]=1)[CH3:49]. The catalyst class is: 3.